Predict the reaction yield, written as a fraction of the theoretical maximum amount of product (1.0 means a 100% yield; for example, 0.34 means a 34% yield). From a dataset of Reaction yield outcomes from USPTO patents with 853,638 reactions. (1) The reactants are [C:1]([CH:5]1[CH2:10][CH2:9][CH:8]([C:11](Cl)=[O:12])[CH2:7][CH2:6]1)([CH3:4])([CH3:3])[CH3:2].[N+](=[CH2:16])=[N-].[ClH:17]. The catalyst is C(OCC)C. The product is [C:1]([CH:5]1[CH2:10][CH2:9][CH:8]([C:11](=[O:12])[CH2:16][Cl:17])[CH2:7][CH2:6]1)([CH3:4])([CH3:3])[CH3:2]. The yield is 0.795. (2) The reactants are [NH2:1][C:2]1[C:11]([C:12]([O:14]CC=C)=[O:13])=[C:5]2[N:6]=[CH:7][C:8]([Cl:10])=[CH:9][N:4]2[N:3]=1.C1([SiH3])C=CC=CC=1. The catalyst is C(Cl)Cl.C1C=CC([P]([Pd]([P](C2C=CC=CC=2)(C2C=CC=CC=2)C2C=CC=CC=2)([P](C2C=CC=CC=2)(C2C=CC=CC=2)C2C=CC=CC=2)[P](C2C=CC=CC=2)(C2C=CC=CC=2)C2C=CC=CC=2)(C2C=CC=CC=2)C2C=CC=CC=2)=CC=1. The product is [NH2:1][C:2]1[C:11]([C:12]([OH:14])=[O:13])=[C:5]2[N:6]=[CH:7][C:8]([Cl:10])=[CH:9][N:4]2[N:3]=1. The yield is 0.940. (3) The reactants are [Cl:1][C:2]1[CH:3]=[C:4]([OH:13])[C:5]([CH3:12])=[C:6]([CH:11]=1)[C:7]([O:9][CH3:10])=[O:8].C(=O)([O-])[O-].[Cs+].[Cs+].I[CH:21]([CH3:23])[CH3:22].CCOC(C)=O. The catalyst is CN(C)C=O. The product is [Cl:1][C:2]1[CH:3]=[C:4]([O:13][CH:21]([CH3:23])[CH3:22])[C:5]([CH3:12])=[C:6]([CH:11]=1)[C:7]([O:9][CH3:10])=[O:8]. The yield is 0.850. (4) No catalyst specified. The yield is 0.890. The product is [F:19][CH:2]([F:1])[C@H:3]1[CH2:8][C@H:7]([C:9]2[O:13][NH:12][C:11](=[O:14])[CH:10]=2)[CH2:6][CH2:5][NH:4]1. The reactants are [F:1][CH:2]([F:19])[C@H:3]1[CH2:8][C@H:7]([C:9]2[O:13][NH:12][C:11](=[O:14])[CH:10]=2)[CH2:6][CH2:5][N:4]1C(OC)=O.Br. (5) The reactants are [F:1][C:2]1[CH:7]=[CH:6][C:5]([C:8]2[NH:12][CH:11]=[C:10]([C:13]([O:15]C)=[O:14])[C:9]=2[CH3:17])=[C:4]([C:18]([F:21])([F:20])[F:19])[CH:3]=1.[OH-].[Na+].Cl. The catalyst is CO.C(OCC)(=O)C. The product is [F:1][C:2]1[CH:7]=[CH:6][C:5]([C:8]2[NH:12][CH:11]=[C:10]([C:13]([OH:15])=[O:14])[C:9]=2[CH3:17])=[C:4]([C:18]([F:21])([F:19])[F:20])[CH:3]=1. The yield is 0.960. (6) The reactants are [Br:1][C:2]1[C:3]([N:18]2[CH2:22][CH2:21][C@@H:20]([NH:23]C(=O)OC(C)(C)C)[CH2:19]2)=[C:4]2[C:10]([NH:11][C:12](=[O:17])[C@H:13]([O:15][CH3:16])[CH3:14])=[CH:9][NH:8][C:5]2=[N:6][CH:7]=1.C(O)(C(F)(F)F)=O.C(Cl)[Cl:39]. No catalyst specified. The product is [ClH:39].[NH2:23][C@@H:20]1[CH2:21][CH2:22][N:18]([C:3]2[C:2]([Br:1])=[CH:7][N:6]=[C:5]3[NH:8][CH:9]=[C:10]([NH:11][C:12](=[O:17])[C@H:13]([O:15][CH3:16])[CH3:14])[C:4]=23)[CH2:19]1. The yield is 0.780. (7) The reactants are [C:1]([NH:5][C:6](=[O:21])[C:7]1[C:12]([C:13]2[CH:18]=[CH:17][CH:16]=[CH:15][C:14]=2[CH3:19])=[CH:11][C:10](Cl)=[N:9][CH:8]=1)([CH3:4])([CH3:3])[CH3:2].[NH:22]1[CH2:27][CH2:26][O:25][CH2:24][CH2:23]1.C(OCC)(=O)C.O. The catalyst is [Cl-].[Na+].O. The product is [C:1]([NH:5][C:6](=[O:21])[C:7]1[C:12]([C:13]2[CH:18]=[CH:17][CH:16]=[CH:15][C:14]=2[CH3:19])=[CH:11][C:10]([N:22]2[CH2:27][CH2:26][O:25][CH2:24][CH2:23]2)=[N:9][CH:8]=1)([CH3:4])([CH3:3])[CH3:2]. The yield is 0.910.